From a dataset of Catalyst prediction with 721,799 reactions and 888 catalyst types from USPTO. Predict which catalyst facilitates the given reaction. Reactant: [Cl:1][C:2]1[CH:7]=[CH:6][C:5]([C:8]2[N:9]([S:13]([C:16]3[CH:21]=[CH:20][CH:19]=[CH:18][CH:17]=3)(=[O:15])=[O:14])[CH:10]=[CH:11][N:12]=2)=[CH:4][CH:3]=1.C([Li])(C)(C)C.CCCCC.[CH3:32][O:33][C:34]1[CH:35]=[C:36]([CH:40]=[C:41]([O:45][CH3:46])[C:42]=1[O:43][CH3:44])[C:37](Cl)=[O:38]. Product: [Cl:1][C:2]1[CH:3]=[CH:4][C:5]([C:8]2[N:9]([S:13]([C:16]3[CH:21]=[CH:20][CH:19]=[CH:18][CH:17]=3)(=[O:15])=[O:14])[CH:10]=[C:11]([C:37]([C:36]3[CH:40]=[C:41]([O:45][CH3:46])[C:42]([O:43][CH3:44])=[C:34]([O:33][CH3:32])[CH:35]=3)=[O:38])[N:12]=2)=[CH:6][CH:7]=1. The catalyst class is: 554.